Task: Predict the product of the given reaction.. Dataset: Forward reaction prediction with 1.9M reactions from USPTO patents (1976-2016) (1) Given the reactants [CH3:1][C:2]1[CH:7]=[CH:6][C:5]([S:8]([O:11][CH2:12][CH:13]2[CH2:17][C:16]3[CH:18]=[CH:19][CH:20]=[C:21](Br)[C:15]=3[O:14]2)(=[O:10])=[O:9])=[CH:4][CH:3]=1.[CH3:23][C:24]1[CH:29]=[CH:28][CH:27]=[CH:26][C:25]=1B(O)O.CC1C=CC(S(OCC2CC3C(C4C=CC=CC=4)=CC=CC=3O2)(=O)=O)=CC=1, predict the reaction product. The product is: [CH3:1][C:2]1[CH:7]=[CH:6][C:5]([S:8]([O:11][CH2:12][CH:13]2[CH2:17][C:16]3[CH:18]=[CH:19][CH:20]=[C:21]([C:25]4[CH:26]=[CH:27][CH:28]=[CH:29][C:24]=4[CH3:23])[C:15]=3[O:14]2)(=[O:10])=[O:9])=[CH:4][CH:3]=1. (2) Given the reactants [Cl:1][C:2]1[CH:3]=[C:4]([N:10]2[CH:22]([CH:23]3[CH2:27][CH2:26][CH2:25][CH2:24]3)[CH:21]3[C:12]([C:13]4[CH:14]=[CH:15][C:16]([C:28](O)=[O:29])=[N:17][C:18]=4[CH2:19][CH2:20]3)=[N:11]2)[CH:5]=[CH:6][C:7]=1[C:8]#[N:9].Cl.[CH3:32][N:33]1[CH2:37][CH2:36][C@H:35]([NH2:38])[CH2:34]1.CCN(C(C)C)C(C)C.CN(C(ON1N=NC2C=CC=NC1=2)=[N+](C)C)C.F[P-](F)(F)(F)(F)F, predict the reaction product. The product is: [Cl:1][C:2]1[CH:3]=[C:4]([N:10]2[CH:22]([CH:23]3[CH2:24][CH2:25][CH2:26][CH2:27]3)[CH:21]3[C:12]([C:13]4[CH:14]=[CH:15][C:16]([C:28]([NH:38][C@H:35]5[CH2:36][CH2:37][N:33]([CH3:32])[CH2:34]5)=[O:29])=[N:17][C:18]=4[CH2:19][CH2:20]3)=[N:11]2)[CH:5]=[CH:6][C:7]=1[C:8]#[N:9]. (3) The product is: [Br:1][C:2]1[CH:7]=[CH:6][C:5]2[NH:8][CH:10]=[N:9][C:4]=2[CH:3]=1. Given the reactants [Br:1][C:2]1[CH:3]=[C:4]([NH2:9])[C:5]([NH2:8])=[CH:6][CH:7]=1.[CH:10](OC)(OC)OC.Cl.C([O-])(O)=O.[Na+], predict the reaction product. (4) Given the reactants [CH2:1]([O:8][CH:9]1[CH2:14][CH2:13][CH:12]([CH:15]=O)[CH2:11][CH2:10]1)[C:2]1[CH:7]=[CH:6][CH:5]=[CH:4][CH:3]=1.O.[CH:18]([C:20]([CH3:22])=[O:21])=[CH2:19], predict the reaction product. The product is: [CH2:1]([O:8][CH:9]1[CH2:10][CH2:11][C:12]2([CH:15]=[CH:22][C:20](=[O:21])[CH2:18][CH2:19]2)[CH2:13][CH2:14]1)[C:2]1[CH:3]=[CH:4][CH:5]=[CH:6][CH:7]=1. (5) Given the reactants [N:1]([CH:4]([C:10]1[N:14]([S:15]([C:18]2[CH:23]=[CH:22][C:21]([CH3:24])=[CH:20][CH:19]=2)(=[O:17])=[O:16])[N:13]=[CH:12][CH:11]=1)[CH:5]([CH2:8][CH3:9])[CH2:6][CH3:7])=[N+]=[N-], predict the reaction product. The product is: [CH2:8]([CH:5]([CH2:6][CH3:7])[CH:4]([NH2:1])[C:10]1[N:14]([S:15]([C:18]2[CH:19]=[CH:20][C:21]([CH3:24])=[CH:22][CH:23]=2)(=[O:17])=[O:16])[N:13]=[CH:12][CH:11]=1)[CH3:9].